This data is from Full USPTO retrosynthesis dataset with 1.9M reactions from patents (1976-2016). The task is: Predict the reactants needed to synthesize the given product. Given the product [CH3:9][C:4]1[CH:3]=[C:2]([C:10]2[NH:14][N:13]=[C:12]([S:15][CH2:18][C:19]3[CH:24]=[CH:23][CH:22]=[CH:21][N:20]=3)[N:11]=2)[O:1][C:5]=1[CH3:6], predict the reactants needed to synthesize it. The reactants are: [O:1]1[C:5]2[CH:6]=CC=[CH:9][C:4]=2[CH:3]=[C:2]1[C:10]1[NH:11][C:12](=[S:15])[NH:13][N:14]=1.Br.Br[CH2:18][C:19]1[CH:24]=[CH:23][CH:22]=[CH:21][N:20]=1.